Dataset: HIV replication inhibition screening data with 41,000+ compounds from the AIDS Antiviral Screen. Task: Binary Classification. Given a drug SMILES string, predict its activity (active/inactive) in a high-throughput screening assay against a specified biological target. (1) The molecule is O=C1CCC(=O)c2c1c(O)c1ccncc1c2O. The result is 0 (inactive). (2) The drug is CCC1NC(=O)C1NC(=O)OC. The result is 0 (inactive). (3) The compound is O=C(O)c1nn[nH]c1S. The result is 0 (inactive). (4) The compound is COc1cc2c(cc1O)C(C)C(c1ccc(Cl)cc1)O2. The result is 0 (inactive).